Dataset: Retrosynthesis with 50K atom-mapped reactions and 10 reaction types from USPTO. Task: Predict the reactants needed to synthesize the given product. (1) Given the product COC(=O)c1cccc(-c2ccc(CN3C(=O)c4ccccc4C3=O)cc2)c1, predict the reactants needed to synthesize it. The reactants are: COC(=O)c1cccc(-c2ccc(CO)cc2)c1.O=C1NC(=O)c2ccccc21. (2) Given the product CCN1CCN(Cc2ccc(Nc3nccc4c(NC(=O)c5csc6c(NC7CC7)ncnc56)c(C)ccc34)cc2C(F)(F)F)CC1, predict the reactants needed to synthesize it. The reactants are: CCN1CCN(Cc2ccc(Nc3nccc4c(N)c(C)ccc34)cc2C(F)(F)F)CC1.O=C(O)c1csc2c(NC3CC3)ncnc12. (3) Given the product O=C(NCC1(O)CCCCCC1)c1cc(-c2ccccc2C(=O)O)ccc1Cl, predict the reactants needed to synthesize it. The reactants are: CCOC(=O)c1ccccc1-c1ccc(Cl)c(C(=O)NCC2(O)CCCCCC2)c1. (4) Given the product Nc1cccc2c1OCCO2, predict the reactants needed to synthesize it. The reactants are: O=[N+]([O-])c1cccc2c1OCCO2.